This data is from Catalyst prediction with 721,799 reactions and 888 catalyst types from USPTO. The task is: Predict which catalyst facilitates the given reaction. (1) Reactant: [F:1][C:2]([F:13])([F:12])[C:3]1[C:11]2[CH2:10][CH2:9][CH2:8][CH2:7][C:6]=2[NH:5][N:4]=1.C(=O)([O-])[O-].[K+].[K+].[N+:20]([C:23]1[CH:30]=[CH:29][C:26]([CH2:27]Cl)=[CH:25][CH:24]=1)([O-:22])=[O:21]. Product: [N+:20]([C:23]1[CH:30]=[CH:29][C:26]([CH2:27][N:5]2[C:6]3[CH2:7][CH2:8][CH2:9][CH2:10][C:11]=3[C:3]([C:2]([F:1])([F:12])[F:13])=[N:4]2)=[CH:25][CH:24]=1)([O-:22])=[O:21]. The catalyst class is: 3. (2) Reactant: [H-].[Na+].O1CCCC1.[OH:8][CH2:9][CH2:10][N:11]1[CH2:16][CH2:15][O:14][CH2:13][CH2:12]1.[CH2:17]([Sn:21]([CH2:28][CH2:29][CH2:30][CH3:31])([CH2:24][CH2:25][CH2:26][CH3:27])[CH2:22]I)[CH2:18][CH2:19][CH3:20]. Product: [CH2:17]([Sn:21]([CH2:22][O:8][CH2:9][CH2:10][N:11]1[CH2:16][CH2:15][O:14][CH2:13][CH2:12]1)([CH2:24][CH2:25][CH2:26][CH3:27])[CH2:28][CH2:29][CH2:30][CH3:31])[CH2:18][CH2:19][CH3:20]. The catalyst class is: 69. (3) Product: [C:13]([O:12][C:10](=[O:9])[NH:1][C@@H:2]([CH2:5][CH:6]([CH3:8])[CH3:7])[CH2:3][OH:4])([CH3:16])([CH3:15])[CH3:14]. The catalyst class is: 7. Reactant: [NH2:1][C@@H:2]([CH2:5][CH:6]([CH3:8])[CH3:7])[CH2:3][OH:4].[O:9](C(OC(C)(C)C)=O)[C:10]([O:12][C:13]([CH3:16])([CH3:15])[CH3:14])=O. (4) Reactant: [Na].[NH:2]1[CH:6]=[CH:5][N:4]=[N:3]1.Br[CH2:8][C:9]([O:11][CH2:12][CH3:13])=[O:10]. Product: [CH2:12]([O:11][C:9](=[O:10])[CH2:8][N:2]1[CH:6]=[CH:5][N:4]=[N:3]1)[CH3:13]. The catalyst class is: 8. (5) Reactant: [C:1]([OH:13])(=[O:12])[CH2:2][C:3]([CH2:8][C:9]([OH:11])=[O:10])([C:5]([OH:7])=[O:6])[OH:4].[P:14]([O-:18])([O-:17])([O-:16])=[O:15].[Na+].[Na+].[Na+]. Product: [P:14]([OH:18])([OH:17])([OH:16])=[O:15].[C:1]([OH:13])(=[O:12])[CH2:2][C:3]([CH2:8][C:9]([OH:11])=[O:10])([C:5]([OH:7])=[O:6])[OH:4]. The catalyst class is: 6.